This data is from Full USPTO retrosynthesis dataset with 1.9M reactions from patents (1976-2016). The task is: Predict the reactants needed to synthesize the given product. (1) Given the product [C:5]([C:4]1[CH:7]=[CH:8][C:9]([CH3:10])=[C:2]([NH:1][CH:13]([C:15]2[CH:16]=[C:17]([C:32]([N:34]([CH3:36])[CH3:35])=[O:33])[CH:18]=[C:19]3[C:24]=2[O:23][C:22]([N:25]2[CH2:30][CH2:29][O:28][CH2:27][CH2:26]2)=[CH:21][C:20]3=[O:31])[CH3:14])[CH:3]=1)#[N:6], predict the reactants needed to synthesize it. The reactants are: [NH2:1][C:2]1[CH:3]=[C:4]([CH:7]=[CH:8][C:9]=1[CH3:10])[C:5]#[N:6].Br.Br[CH:13]([C:15]1[CH:16]=[C:17]([C:32]([N:34]([CH3:36])[CH3:35])=[O:33])[CH:18]=[C:19]2[C:24]=1[O:23][C:22]([N:25]1[CH2:30][CH2:29][O:28][CH2:27][CH2:26]1)=[CH:21][C:20]2=[O:31])[CH3:14]. (2) Given the product [CH3:1][N:2]([C:3]1[CH:8]=[CH:7][C:6]([NH:9][C:10](=[O:29])[NH:11][C:12]2[CH:28]=[CH:27][C:15]([O:16][C:17]3[CH:22]=[CH:21][N:20]=[C:19]([C:23]([NH:25][CH3:26])=[O:24])[CH:18]=3)=[CH:14][CH:13]=2)=[CH:5][CH:4]=1)[C:30](=[O:33])[CH:31]=[CH2:32], predict the reactants needed to synthesize it. The reactants are: [CH3:1][NH:2][C:3]1[CH:8]=[CH:7][C:6]([NH:9][C:10](=[O:29])[NH:11][C:12]2[CH:28]=[CH:27][C:15]([O:16][C:17]3[CH:22]=[CH:21][N:20]=[C:19]([C:23]([NH:25][CH3:26])=[O:24])[CH:18]=3)=[CH:14][CH:13]=2)=[CH:5][CH:4]=1.[C:30](Cl)(=[O:33])[CH:31]=[CH2:32]. (3) Given the product [ClH:1].[CH2:43]([N:45]([CH2:49][CH3:50])[CH2:46][CH2:47][NH:48][C:35]([C:34]1[CH:38]=[CH:39][C:31]([NH:30][C:28]([C@H:9]2[C@H:8]([C:4]3[CH:5]=[CH:6][CH:7]=[C:2]([Cl:1])[C:3]=3[F:42])[C@:12]([C:15]3[CH:20]=[CH:19][C:18]([Cl:21])=[CH:17][C:16]=3[F:22])([C:13]#[N:14])[C@H:11]([CH2:23][C:24]([CH3:25])([CH3:27])[CH3:26])[NH:10]2)=[O:29])=[C:32]([O:40][CH3:41])[CH:33]=1)=[O:37])[CH3:44], predict the reactants needed to synthesize it. The reactants are: [Cl:1][C:2]1[C:3]([F:42])=[C:4]([C@@H:8]2[C@:12]([C:15]3[CH:20]=[CH:19][C:18]([Cl:21])=[CH:17][C:16]=3[F:22])([C:13]#[N:14])[C@H:11]([CH2:23][C:24]([CH3:27])([CH3:26])[CH3:25])[NH:10][C@H:9]2[C:28]([NH:30][C:31]2[CH:39]=[CH:38][C:34]([C:35]([OH:37])=O)=[CH:33][C:32]=2[O:40][CH3:41])=[O:29])[CH:5]=[CH:6][CH:7]=1.[CH2:43]([N:45]([CH2:49][CH3:50])[CH2:46][CH2:47][NH2:48])[CH3:44]. (4) Given the product [Br:1][C:2]1[C:3]([CH2:12][N:13]2[CH2:14][CH2:15][O:16][CH2:17][CH2:18]2)=[CH:4][C:5]([O:11][CH2:30][C:29]2[CH:32]=[CH:33][C:26]([F:25])=[CH:27][CH:28]=2)=[C:6]([CH:10]=1)[C:7]([O:9][CH2:30][C:29]1[CH:32]=[CH:33][C:26]([F:25])=[CH:27][CH:28]=1)=[O:8], predict the reactants needed to synthesize it. The reactants are: [Br:1][C:2]1[C:3]([CH2:12][N:13]2[CH2:18][CH2:17][O:16][CH2:15][CH2:14]2)=[CH:4][C:5]([OH:11])=[C:6]([CH:10]=1)[C:7]([OH:9])=[O:8].C(=O)([O-])[O-].[K+].[K+].[F:25][C:26]1[CH:33]=[CH:32][C:29]([CH2:30]Br)=[CH:28][CH:27]=1. (5) Given the product [CH2:22]([N:19]1[CH:16]=[C:15]([CH:14]([C:9]2[C:10]([CH3:13])=[N:11][O:12][C:8]=2[C:5]2[CH:4]=[CH:3][C:2]([Br:1])=[CH:7][CH:6]=2)[OH:17])[N:21]=[N:20]1)[C:23]1[CH:28]=[CH:27][CH:26]=[CH:25][CH:24]=1, predict the reactants needed to synthesize it. The reactants are: [Br:1][C:2]1[CH:7]=[CH:6][C:5]([C:8]2[O:12][N:11]=[C:10]([CH3:13])[C:9]=2[CH:14]([OH:17])[C:15]#[CH:16])=[CH:4][CH:3]=1.O.[N:19]([CH2:22][C:23]1[CH:28]=[CH:27][CH:26]=[CH:25][CH:24]=1)=[N+:20]=[N-:21].O=C1O[C@H]([C@H](CO)O)C([O-])=C1O.[Na+]. (6) Given the product [ClH:19].[CH:15]([C:12]1[N:11]=[C:10]([CH2:9][CH2:8][NH2:7])[O:14][N:13]=1)([CH3:17])[CH3:16], predict the reactants needed to synthesize it. The reactants are: C(OC(=O)[NH:7][CH2:8][CH2:9][C:10]1[O:14][N:13]=[C:12]([CH:15]([CH3:17])[CH3:16])[N:11]=1)(C)(C)C.[ClH:19]. (7) Given the product [Br:1][C:2]1[CH:7]=[CH:6][C:5]([O:8][CH2:18][C:19]([F:25])([F:24])[C:20]([F:23])([F:22])[F:21])=[CH:4][C:3]=1[F:9], predict the reactants needed to synthesize it. The reactants are: [Br:1][C:2]1[CH:7]=[CH:6][C:5]([OH:8])=[CH:4][C:3]=1[F:9].O([CH2:18][C:19]([F:25])([F:24])[C:20]([F:23])([F:22])[F:21])S(C(F)(F)F)(=O)=O.C(=O)([O-])[O-].[K+].[K+].